Dataset: Full USPTO retrosynthesis dataset with 1.9M reactions from patents (1976-2016). Task: Predict the reactants needed to synthesize the given product. (1) Given the product [ClH:29].[N+:1]([C:4]1[CH:5]=[CH:6][C:7]2[N:11]=[CH:10][N:9]([OH:12])[C:8]=2[CH:17]=1)([O-:3])=[O:2], predict the reactants needed to synthesize it. The reactants are: [N+:1]([C:4]1[CH:5]=[CH:6][C:7]2[N:11]=[CH:10][N:9]([O:12]CC(O)=O)[C:8]=2[CH:17]=1)([O-:3])=[O:2].C(OC(=O)C)C.C1COCC1.[ClH:29]. (2) The reactants are: [OH:1][S:2]([OH:5])(=O)=[O:3].O=S(=O)=O.[CH3:10][C:11]1[CH:20]=[CH:19][C:18]2[C:13](=[C:14]([OH:21])[CH:15]=[CH:16][CH:17]=2)[N:12]=1. Given the product [OH:21][C:14]1[C:13]2[N:12]=[C:11]([CH3:10])[CH:20]=[CH:19][C:18]=2[C:17]([S:2]([OH:5])(=[O:3])=[O:1])=[CH:16][CH:15]=1, predict the reactants needed to synthesize it.